This data is from Forward reaction prediction with 1.9M reactions from USPTO patents (1976-2016). The task is: Predict the product of the given reaction. (1) Given the reactants [Cl:1][C:2]1[N:3]=[C:4]([Cl:12])[C:5]2[C:10]([I:11])=[CH:9][NH:8][C:6]=2[N:7]=1.[S:13](Cl)([C:16]1[CH:22]=[CH:21][C:19]([CH3:20])=[CH:18][CH:17]=1)(=[O:15])=[O:14], predict the reaction product. The product is: [Cl:1][C:2]1[N:3]=[C:4]([Cl:12])[C:5]2[C:10]([I:11])=[CH:9][N:8]([S:13]([C:16]3[CH:22]=[CH:21][C:19]([CH3:20])=[CH:18][CH:17]=3)(=[O:15])=[O:14])[C:6]=2[N:7]=1. (2) Given the reactants Br[C:2]1[C:3]([CH2:26][N:27]2[CH2:32][CH2:31][O:30][CH2:29][CH2:28]2)=[CH:4][C:5]([O:17][CH2:18][C:19]2[CH:24]=[CH:23][C:22]([F:25])=[CH:21][CH:20]=2)=[C:6]([CH:16]=1)[C:7]([NH:9][C:10]1[CH:11]=[N:12][CH:13]=[CH:14][CH:15]=1)=[O:8].[CH3:33][N:34]1[CH:38]=[C:37](B2OC(C)(C)C(C)(C)O2)[CH:36]=[N:35]1.C(=O)([O-])[O-].[Na+].[Na+], predict the reaction product. The product is: [F:25][C:22]1[CH:23]=[CH:24][C:19]([CH2:18][O:17][C:5]2[CH:4]=[C:3]([CH2:26][N:27]3[CH2:32][CH2:31][O:30][CH2:29][CH2:28]3)[C:2]([C:37]3[CH:36]=[N:35][N:34]([CH3:33])[CH:38]=3)=[CH:16][C:6]=2[C:7]([NH:9][C:10]2[CH:11]=[N:12][CH:13]=[CH:14][CH:15]=2)=[O:8])=[CH:20][CH:21]=1. (3) The product is: [C:16]([C:13]1[CH:14]=[CH:15][C:10]([C:5]2[CH:6]=[CH:7][C:8]([OH:9])=[C:3]([C:1]3[NH:27][C:26]4[CH:25]=[CH:24][C:21]([C:22]#[N:23])=[CH:20][C:19]=4[N:18]=3)[CH:4]=2)=[CH:11][CH:12]=1)#[N:17]. Given the reactants [CH:1]([C:3]1[CH:4]=[C:5]([C:10]2[CH:15]=[CH:14][C:13]([C:16]#[N:17])=[CH:12][CH:11]=2)[CH:6]=[CH:7][C:8]=1[OH:9])=O.[NH2:18][C:19]1[CH:20]=[C:21]([CH:24]=[CH:25][C:26]=1[NH2:27])[C:22]#[N:23].C1(=O)C=CC(=O)C=C1, predict the reaction product. (4) Given the reactants Br[C:2]([CH3:16])([CH3:15])[C:3]([NH:5][C:6]1[O:10][N:9]=[C:8]([C:11]([CH3:14])([CH3:13])[CH3:12])[CH:7]=1)=[O:4].[NH2:17][CH:18]1[CH2:23][CH2:22][O:21][CH2:20][CH2:19]1.C([O-])([O-])=O.[Cs+].[Cs+], predict the reaction product. The product is: [C:11]([C:8]1[CH:7]=[C:6]([NH:5][C:3](=[O:4])[C:2]([CH3:16])([NH:17][CH:18]2[CH2:23][CH2:22][O:21][CH2:20][CH2:19]2)[CH3:15])[O:10][N:9]=1)([CH3:14])([CH3:13])[CH3:12]. (5) Given the reactants [Br:1][C:2]1[CH:10]=[CH:9][C:5]([C:6]([OH:8])=[O:7])=[C:4]([CH3:11])[CH:3]=1.S(Cl)(Cl)=O, predict the reaction product. The product is: [CH2:11]([O:7][C:6](=[O:8])[C:5]1[CH:9]=[CH:10][C:2]([Br:1])=[CH:3][C:4]=1[CH3:11])[C:4]1[CH:5]=[CH:9][CH:10]=[CH:2][CH:3]=1. (6) Given the reactants [C:1]1([C:7]2[CH:12]=[CH:11][C:10]([OH:13])=[CH:9][CH:8]=2)[CH:6]=[CH:5][CH:4]=[CH:3][CH:2]=1.C[O:15][C:16](=[O:25])[C:17]1[CH:22]=[CH:21][CH:20]=[CH:19][C:18]=1[CH2:23]Br, predict the reaction product. The product is: [C:7]1([C:1]2[CH:2]=[CH:3][CH:4]=[CH:5][CH:6]=2)[CH:8]=[CH:9][C:10]([O:13][CH2:23][C:18]2[CH:19]=[CH:20][CH:21]=[CH:22][C:17]=2[C:16]([OH:25])=[O:15])=[CH:11][CH:12]=1. (7) Given the reactants Cl[C:2]1[N:10]=[CH:9][CH:8]=[CH:7][C:3]=1[C:4]([OH:6])=[O:5].C(=O)([O-])[O-].[K+].[K+].CN1C(=O)CCC1.[NH2:24][C:25]1[CH:30]=[CH:29][S:28][CH2:27][CH:26]=1, predict the reaction product. The product is: [S:28]1[CH2:29][CH2:30][CH:25]([NH:24][C:2]2[N:10]=[CH:9][CH:8]=[CH:7][C:3]=2[C:4]([OH:6])=[O:5])[CH2:26][CH2:27]1. (8) The product is: [C:14]([O:18][C:19]([N:21]1[CH2:22][CH:23]2[CH:27]([CH2:26][N:25]([C:29]3[CH:34]=[CH:33][CH:32]=[CH:31][C:30]=3[CH2:35][NH:36][C:2]3[CH:3]=[C:4]4[C:9](=[CH:10][CH:11]=3)[C:8](=[O:12])[NH:7][N:6]=[C:5]4[Cl:13])[CH2:24]2)[CH2:28]1)=[O:20])([CH3:17])([CH3:15])[CH3:16]. Given the reactants Br[C:2]1[CH:3]=[C:4]2[C:9](=[CH:10][CH:11]=1)[C:8](=[O:12])[NH:7][N:6]=[C:5]2[Cl:13].[C:14]([O:18][C:19]([N:21]1[CH2:28][CH:27]2[CH:23]([CH2:24][N:25]([C:29]3[CH:34]=[CH:33][CH:32]=[CH:31][C:30]=3[CH2:35][NH2:36])[CH2:26]2)[CH2:22]1)=[O:20])([CH3:17])([CH3:16])[CH3:15].C1C=CC(P(C2C(C3C(P(C4C=CC=CC=4)C4C=CC=CC=4)=CC=C4C=3C=CC=C4)=C3C(C=CC=C3)=CC=2)C2C=CC=CC=2)=CC=1.CC([O-])(C)C.[Na+], predict the reaction product. (9) The product is: [CH3:33][O:32][C:28]1[CH:27]=[C:25]([NH:26][C:5]2[N:6]=[N:7][C:8]([CH:11]([NH:13][C:14](=[O:20])[O:15][C:16]([CH3:19])([CH3:18])[CH3:17])[CH3:12])=[CH:9][N:10]=2)[CH:24]=[C:23]([O:22][CH3:21])[C:29]=1[O:30][CH3:31]. Given the reactants CS([C:5]1[N:6]=[N:7][C:8]([CH:11]([NH:13][C:14](=[O:20])[O:15][C:16]([CH3:19])([CH3:18])[CH3:17])[CH3:12])=[CH:9][N:10]=1)(=O)=O.[CH3:21][O:22][C:23]1[CH:24]=[C:25]([CH:27]=[C:28]([O:32][CH3:33])[C:29]=1[O:30][CH3:31])[NH2:26], predict the reaction product. (10) Given the reactants [CH3:1][N:2]([CH2:14][C:15]([OH:17])=O)[NH:3][C:4](=[O:13])[NH:5][CH2:6][C:7]1[CH:12]=[CH:11][N:10]=[CH:9][CH:8]=1.[NH2:18][C@@H:19]([CH3:42])[C:20]([N:22]([CH2:32][C:33]1[C:34]2[CH:41]=[CH:40][CH:39]=[CH:38][C:35]=2[S:36][CH:37]=1)[C@@H:23]([CH3:31])[CH:24]([O:28][CH2:29][CH3:30])[O:25][CH2:26][CH3:27])=[O:21], predict the reaction product. The product is: [S:36]1[CH:37]=[C:33]([CH2:32][N:22]([C@@H:23]([CH3:31])[CH:24]([O:28][CH2:29][CH3:30])[O:25][CH2:26][CH3:27])[C:20](=[O:21])[C@@H:19]([NH:18][C:15](=[O:17])[CH2:14][N:2]([CH3:1])[NH:3][C:4]([NH:5][CH2:6][C:7]2[CH:8]=[CH:9][N:10]=[CH:11][CH:12]=2)=[O:13])[CH3:42])[C:34]2[CH:41]=[CH:40][CH:39]=[CH:38][C:35]1=2.